The task is: Predict the product of the given reaction.. This data is from Forward reaction prediction with 1.9M reactions from USPTO patents (1976-2016). (1) Given the reactants [NH:1]1[C:5]([C:6]2[CH:7]=[C:8]([C:12]3[CH:13]=[CH:14][C:15]([F:54])=[C:16]([C@:18]4([CH2:52][F:53])[CH2:23][C@@H:22]([C:24]([F:27])([F:26])[F:25])[O:21][C:20]([NH:28]C(C5C=CC(OC)=CC=5)(C5C=CC(OC)=CC=5)C5C=CC=CC=5)=[N:19]4)[CH:17]=3)[CH:9]=[N:10][CH:11]=2)=[N:4][N:3]=[N:2]1.FC(F)(F)C(O)=O, predict the reaction product. The product is: [NH:4]1[C:5]([C:6]2[CH:7]=[C:8]([C:12]3[CH:13]=[CH:14][C:15]([F:54])=[C:16]([C@:18]4([CH2:52][F:53])[CH2:23][C@@H:22]([C:24]([F:26])([F:25])[F:27])[O:21][C:20]([NH2:28])=[N:19]4)[CH:17]=3)[CH:9]=[N:10][CH:11]=2)=[N:1][N:2]=[N:3]1. (2) Given the reactants [CH2:1]([N:3]([S:17]([C:20]1[S:21][CH:22]=[CH:23][CH:24]=1)(=[O:19])=[O:18])[C:4]1[CH:5]=[CH:6][C:7]([CH3:16])=[C:8]2[C:12]=1[NH:11][C:10]([C:13]([NH2:15])=O)=[CH:9]2)[CH3:2].COC1C=CC(P2(SP(C3C=CC(OC)=CC=3)(=S)S2)=[S:34])=CC=1, predict the reaction product. The product is: [CH2:1]([N:3]([S:17]([C:20]1[S:21][CH:22]=[CH:23][CH:24]=1)(=[O:19])=[O:18])[C:4]1[CH:5]=[CH:6][C:7]([CH3:16])=[C:8]2[C:12]=1[NH:11][C:10]([C:13](=[S:34])[NH2:15])=[CH:9]2)[CH3:2]. (3) Given the reactants [NH2:1][CH2:2][CH2:3][C:4]1[CH:9]=[CH:8][C:7]([C:10]2[S:14](=[O:16])(=[O:15])[N:13](C(C)(C)C)[C:12](=[O:21])[CH:11]=2)=[CH:6][CH:5]=1.C([SiH](C(C)C)C(C)C)(C)C.[F:32][C:33]([F:38])([F:37])[C:34]([OH:36])=[O:35], predict the reaction product. The product is: [F:32][C:33]([F:38])([F:37])[C:34]([OH:36])=[O:35].[NH2:1][CH2:2][CH2:3][C:4]1[CH:9]=[CH:8][C:7]([C:10]2[S:14](=[O:16])(=[O:15])[NH:13][C:12](=[O:21])[CH:11]=2)=[CH:6][CH:5]=1. (4) The product is: [CH2:1]=[CH:2][CH2:3][CH2:4][CH2:5][CH2:6][CH2:7][CH2:8][CH:9]=[CH2:10].[C:19]1(=[O:26])[O:18][C:22](=[O:29])[CH:21]=[CH:20]1. Given the reactants [CH2:1]=[CH:2][CH2:3][CH2:4][CH2:5][CH2:6][CH:7]=[CH2:8].[C:9](O[O:18][C:19](=[O:26])[C:20]1C=CC=[CH:22][CH:21]=1)(=O)[C:10]1C=CC=CC=1.CC(C)=[O:29], predict the reaction product. (5) Given the reactants [H-].[K+].[CH3:3][C:4]1[CH2:8][C:7]([CH3:9])=[C:6]([CH3:10])[C:5]=1[CH3:11].Cl[Si:13]([C:42]1[CH:47]=[C:46]([Si:48]([CH3:51])([CH3:50])[CH3:49])[CH:45]=[C:44]([Si:52]([CH3:55])([CH3:54])[CH3:53])[CH:43]=1)([C:28]1[CH:33]=[C:32]([Si:34]([CH3:37])([CH3:36])[CH3:35])[CH:31]=[C:30]([Si:38]([CH3:41])([CH3:40])[CH3:39])[CH:29]=1)[C:14]1[CH:19]=[C:18]([Si:20]([CH3:23])([CH3:22])[CH3:21])[CH:17]=[C:16]([Si:24]([CH3:27])([CH3:26])[CH3:25])[CH:15]=1.C(=O)([O-])O.[Na+].C(=O)([O-])[O-].[Na+].[Na+], predict the reaction product. The product is: [CH3:39][Si:38]([CH3:41])([CH3:40])[C:30]1[CH:29]=[C:28]([Si:13]([C:42]2[CH:43]=[C:44]([Si:52]([CH3:55])([CH3:54])[CH3:53])[CH:45]=[C:46]([Si:48]([CH3:51])([CH3:50])[CH3:49])[CH:47]=2)([C:14]2[CH:19]=[C:18]([Si:20]([CH3:21])([CH3:22])[CH3:23])[CH:17]=[C:16]([Si:24]([CH3:26])([CH3:25])[CH3:27])[CH:15]=2)[C:8]2[CH:7]([CH3:9])[C:6]([CH3:10])=[C:5]([CH3:11])[C:4]=2[CH3:3])[CH:33]=[C:32]([Si:34]([CH3:35])([CH3:36])[CH3:37])[CH:31]=1. (6) Given the reactants [ClH:1].[CH2:2]([C:4]1[CH:5]=[CH:6][C:7]([CH2:10][CH2:11][O:12][C:13]2[CH:26]=[CH:25][C:16]([CH2:17][C@H:18]3[S:22][C:21](=[O:23])[NH:20][C:19]3=[O:24])=[CH:15][CH:14]=2)=[N:8][CH:9]=1)[CH3:3], predict the reaction product. The product is: [ClH:1].[CH2:2]([C:4]1[CH:5]=[CH:6][C:7]([CH2:10][CH2:11][O:12][C:13]2[CH:26]=[CH:25][C:16]([CH2:17][C@H:18]3[S:22][C:21](=[O:23])[NH:20][C:19]3=[O:24])=[CH:15][CH:14]=2)=[N:8][CH:9]=1)[CH3:3]. (7) Given the reactants [CH2:1]([C:3]1[N:7]([C:8]2[C:16]3[O:15][CH2:14][C@@H:13]([NH:17][C:18]4[CH:30]=[CH:29][C:21]5[C@H:22]([CH2:25][C:26]([OH:28])=[O:27])[CH2:23][O:24][C:20]=5[CH:19]=4)[C:12]=3[CH:11]=[CH:10][CH:9]=2)[C:6]2[CH:31]=[C:32]([O:35][CH3:36])[CH:33]=[CH:34][C:5]=2[N:4]=1)[CH3:2].[OH-].[Na+:38].C(#N)C, predict the reaction product. The product is: [CH2:1]([C:3]1[N:7]([C:8]2[C:16]3[O:15][CH2:14][C@@H:13]([NH:17][C:18]4[CH:30]=[CH:29][C:21]5[C@H:22]([CH2:25][C:26]([O-:28])=[O:27])[CH2:23][O:24][C:20]=5[CH:19]=4)[C:12]=3[CH:11]=[CH:10][CH:9]=2)[C:6]2[CH:31]=[C:32]([O:35][CH3:36])[CH:33]=[CH:34][C:5]=2[N:4]=1)[CH3:2].[Na+:38]. (8) Given the reactants [OH:1][CH2:2][C:3]1[CH:8]=[CH:7][C:6]([OH:9])=[CH:5][CH:4]=1.C(=O)([O-])[O-].[K+].[K+].Br[CH2:17][C:18]([O:20][CH2:21][CH3:22])=[O:19], predict the reaction product. The product is: [OH:1][CH2:2][C:3]1[CH:8]=[CH:7][C:6]([O:9][CH2:17][C:18]([O:20][CH2:21][CH3:22])=[O:19])=[CH:5][CH:4]=1. (9) Given the reactants [OH:1][C:2]1[C:11]([OH:12])=[N:10][C:9]2[C:4](=[CH:5][CH:6]=[CH:7][C:8]=2[N+:13]([O-])=O)[N:3]=1.C(=O)([O-])[O-].[K+].[K+].Cl, predict the reaction product. The product is: [OH:1][C:2]1[C:11]([OH:12])=[N:10][C:9]2[C:4](=[CH:5][CH:6]=[CH:7][C:8]=2[NH2:13])[N:3]=1. (10) Given the reactants FC(F)(F)C(O)=O.C(OC([NH:15][N:16]([C:30]1[CH:35]=[CH:34][C:33]([F:36])=[CH:32][C:31]=1[Cl:37])[C:17]([CH:19]1[C:24](=O)[C@@:23]2([CH3:29])[C:26]([CH3:28])([CH3:27])[C@@H:20]1[CH2:21][CH2:22]2)=[O:18])=O)(C)(C)C, predict the reaction product. The product is: [Cl:37][C:31]1[CH:32]=[C:33]([F:36])[CH:34]=[CH:35][C:30]=1[N:16]1[C:17](=[O:18])[C:19]2[C@@H:20]3[C:26]([CH3:27])([CH3:28])[C@@:23]([CH3:29])([CH2:22][CH2:21]3)[C:24]=2[NH:15]1.